Dataset: Reaction yield outcomes from USPTO patents with 853,638 reactions. Task: Predict the reaction yield, written as a fraction of the theoretical maximum amount of product (1.0 means a 100% yield; for example, 0.34 means a 34% yield). (1) The reactants are [CH2:1]([O:3][C:4]1[CH:5]=[C:6]([C@H:12]([N:17]2[C:25](=[O:26])[C:24]3[C:19](=[CH:20][CH:21]=[CH:22][C:23]=3[NH:27][C:28](=[O:32])[CH:29]([CH3:31])[CH3:30])[CH2:18]2)[CH2:13][CH2:14][NH:15][OH:16])[CH:7]=[CH:8][C:9]=1[O:10][CH3:11])[CH3:2].[O-:33][C:34]#[N:35].[K+]. The catalyst is O. The product is [NH2:35][C:34]([N:15]([CH2:14][CH2:13][C@@H:12]([N:17]1[C:25](=[O:26])[C:24]2[C:19](=[CH:20][CH:21]=[CH:22][C:23]=2[NH:27][C:28](=[O:32])[CH:29]([CH3:31])[CH3:30])[CH2:18]1)[C:6]1[CH:7]=[CH:8][C:9]([O:10][CH3:11])=[C:4]([O:3][CH2:1][CH3:2])[CH:5]=1)[OH:16])=[O:33]. The yield is 0.550. (2) The catalyst is C(Cl)(Cl)Cl. The reactants are [Cl:1][C:2]1[C:7]([CH:8](OC)[O:9]C)=[CH:6][CH:5]=[CH:4][C:3]=1[OH:13].[Br:14]Br.S([O-])(O)=O.[Na+]. The product is [Br:14][C:4]1[CH:5]=[CH:6][C:7]([CH:8]=[O:9])=[C:2]([Cl:1])[C:3]=1[OH:13]. The yield is 0.572. (3) The reactants are C1(S([N:10]2[C:14]3=[N:15][CH:16]=[C:17]([F:19])[CH:18]=[C:13]3[CH:12]=[C:11]2[C:20]([C:28]2[CH:33]=[CH:32][C:31]([S:34]([CH2:37][CH2:38][O:39][CH3:40])(=[O:36])=[O:35])=[CH:30][CH:29]=2)=[CH:21][CH:22]2[CH2:27][CH2:26][O:25][CH2:24][CH2:23]2)(=O)=O)C=CC=CC=1.[OH-].[Na+].[CH2:43](O)C. The catalyst is O1CCCC1.ClCCl. The product is [CH2:40]([O:39][CH2:38][CH2:37][S:34]([C:31]1[CH:30]=[CH:29][C:28]([C:20]([C:11]2[NH:10][C:14]3=[N:15][CH:16]=[C:17]([F:19])[CH:18]=[C:13]3[CH:12]=2)=[CH:21][CH:22]2[CH2:27][CH2:26][O:25][CH2:24][CH2:23]2)=[CH:33][CH:32]=1)(=[O:35])=[O:36])[CH3:43]. The yield is 0.990.